From a dataset of Reaction yield outcomes from USPTO patents with 853,638 reactions. Predict the reaction yield, written as a fraction of the theoretical maximum amount of product (1.0 means a 100% yield; for example, 0.34 means a 34% yield). (1) The reactants are [CH3:1][C:2]1[CH:10]=[CH:9][C:8]([CH3:11])=[CH:7][C:3]=1[C:4]([OH:6])=[O:5].Cl.O1CCOC[CH2:14]1. No catalyst specified. The product is [CH3:1][C:2]1[CH:10]=[CH:9][C:8]([CH3:11])=[CH:7][C:3]=1[C:4]([O:6][CH3:14])=[O:5]. The yield is 0.820. (2) The reactants are [Br:1][C:2]1[C:3]([N:9]2[CH2:14][CH2:13][O:12][CH2:11][CH:10]2[C:15]([OH:17])=O)=[N:4][C:5]([Cl:8])=[N:6][CH:7]=1.C(Cl)CCl.C1C=CC2N(O)N=NC=2C=1.[Cl:32][C:33]1[CH:38]=[CH:37][C:36]([C@H:39]([NH2:41])[CH3:40])=[CH:35][CH:34]=1.C(N(CC)CC)C. The catalyst is CN(C=O)C.C(OCC)(=O)C. The product is [Br:1][C:2]1[C:3]([N:9]2[CH2:14][CH2:13][O:12][CH2:11][CH:10]2[C:15]([NH:41][C@@H:39]([C:36]2[CH:37]=[CH:38][C:33]([Cl:32])=[CH:34][CH:35]=2)[CH3:40])=[O:17])=[N:4][C:5]([Cl:8])=[N:6][CH:7]=1. The yield is 0.400.